From a dataset of NCI-60 drug combinations with 297,098 pairs across 59 cell lines. Regression. Given two drug SMILES strings and cell line genomic features, predict the synergy score measuring deviation from expected non-interaction effect. Drug 1: CC(CN1CC(=O)NC(=O)C1)N2CC(=O)NC(=O)C2. Drug 2: CN(C(=O)NC(C=O)C(C(C(CO)O)O)O)N=O. Cell line: OVCAR-8. Synergy scores: CSS=22.4, Synergy_ZIP=-3.38, Synergy_Bliss=0.402, Synergy_Loewe=-9.54, Synergy_HSA=1.10.